This data is from Reaction yield outcomes from USPTO patents with 853,638 reactions. The task is: Predict the reaction yield, written as a fraction of the theoretical maximum amount of product (1.0 means a 100% yield; for example, 0.34 means a 34% yield). The reactants are N(C(OC(C)C)=O)=NC(OC(C)C)=O.[CH3:15][C:16]1[CH:21]=[C:20]([CH3:22])[CH:19]=[CH:18][C:17]=1[CH:23]([C:35]1[CH:40]=[CH:39][CH:38]=[CH:37][CH:36]=1)[NH:24][C:25](=[O:34])[CH2:26][C:27]1[CH:32]=[CH:31][C:30]([OH:33])=[CH:29][CH:28]=1.[CH3:41][C:42]1[C:47]([CH2:48][CH2:49]O)=[CH:46][CH:45]=[CH:44][N:43]=1.C1(P(C2C=CC=CC=2)C2C=CC=CC=2)C=CC=CC=1. The catalyst is C1COCC1. The product is [CH3:15][C:16]1[CH:21]=[C:20]([CH3:22])[CH:19]=[CH:18][C:17]=1[CH:23]([C:35]1[CH:36]=[CH:37][CH:38]=[CH:39][CH:40]=1)[NH:24][C:25](=[O:34])[CH2:26][C:27]1[CH:32]=[CH:31][C:30]([O:33][CH2:49][CH2:48][C:47]2[C:42]([CH3:41])=[N:43][CH:44]=[CH:45][CH:46]=2)=[CH:29][CH:28]=1. The yield is 0.110.